From a dataset of Forward reaction prediction with 1.9M reactions from USPTO patents (1976-2016). Predict the product of the given reaction. (1) Given the reactants C[O:2][C:3]([C:5]1[C:6]([C:11]2[CH:16]=[CH:15][CH:14]=[CH:13][C:12]=2[F:17])=[N:7][O:8][C:9]=1[CH3:10])=[O:4].CO.[OH-].[Na+].Cl, predict the reaction product. The product is: [C:3]([C:5]1[C:6]([C:11]2[CH:16]=[CH:15][CH:14]=[CH:13][C:12]=2[F:17])=[N:7][O:8][C:9]=1[CH3:10])([OH:4])=[O:2]. (2) The product is: [CH:26]1([C:29]2[NH:33][N:32]=[C:31]([NH:34][C:2]3[C:11]4=[N:12][NH:13][CH:14]=[C:10]4[C:9]4[C:8]([O:24][CH3:25])=[CH:7][CH:6]=[CH:5][C:4]=4[N:3]=3)[CH:30]=2)[CH2:28][CH2:27]1. Given the reactants Cl[C:2]1[C:11]2=[N:12][N:13](CC3C=CC(OC)=CC=3)[CH:14]=[C:10]2[C:9]2[C:8]([O:24][CH3:25])=[CH:7][CH:6]=[CH:5][C:4]=2[N:3]=1.[CH:26]1([C:29]2[NH:33][N:32]=[C:31]([NH2:34])[CH:30]=2)[CH2:28][CH2:27]1.Cl, predict the reaction product. (3) Given the reactants Cl[C:2]1[C:7]([F:8])=[C:6]([O:9][CH2:10][C:11]#[C:12][CH2:13][CH3:14])[N:5]=[CH:4][N:3]=1.[CH3:15][CH:16]1[CH2:20][CH2:19][CH:18]([CH3:21])[NH:17]1, predict the reaction product. The product is: [CH3:15][CH:16]1[CH2:20][CH2:19][CH:18]([CH3:21])[N:17]1[C:2]1[C:7]([F:8])=[C:6]([O:9][CH2:10][C:11]#[C:12][CH2:13][CH3:14])[N:5]=[CH:4][N:3]=1. (4) Given the reactants [NH:1]1[CH2:5][CH2:4][CH2:3][CH2:2]1.F[C:7]1[CH:8]=[C:9]([CH:13]=[CH:14][C:15]=1[N+:16]([O-:18])=[O:17])[C:10]([NH2:12])=[O:11].C(=O)([O-])[O-].[K+].[K+], predict the reaction product. The product is: [N+:16]([C:15]1[CH:7]=[CH:8][C:9]([C:10]([NH2:12])=[O:11])=[CH:13][C:14]=1[N:1]1[CH2:5][CH2:4][CH2:3][CH2:2]1)([O-:18])=[O:17]. (5) Given the reactants [CH3:1][C:2]1[N:3]=[C:4]([NH2:7])[S:5][CH:6]=1.Cl[C:9]1[N:14]=[C:13]([O:15][C:16]2[CH:21]=[CH:20][CH:19]=[CH:18][CH:17]=2)[CH:12]=[CH:11][N:10]=1.P([O-])([O-])([O-])=O.[K+].[K+].[K+].C1(P(C2C=CC=CC=2)C2C3OC4C(=CC=CC=4P(C4C=CC=CC=4)C4C=CC=CC=4)C(C)(C)C=3C=CC=2)C=CC=CC=1, predict the reaction product. The product is: [CH3:1][C:2]1[N:3]=[C:4]([NH:7][C:9]2[N:14]=[C:13]([O:15][C:16]3[CH:21]=[CH:20][CH:19]=[CH:18][CH:17]=3)[CH:12]=[CH:11][N:10]=2)[S:5][CH:6]=1.